This data is from Peptide-MHC class I binding affinity with 185,985 pairs from IEDB/IMGT. The task is: Regression. Given a peptide amino acid sequence and an MHC pseudo amino acid sequence, predict their binding affinity value. This is MHC class I binding data. The peptide sequence is FHNEFTQRL. The MHC is HLA-B07:02 with pseudo-sequence HLA-B07:02. The binding affinity (normalized) is 0.0847.